Dataset: Full USPTO retrosynthesis dataset with 1.9M reactions from patents (1976-2016). Task: Predict the reactants needed to synthesize the given product. (1) Given the product [CH3:27][S:28]([O:1][C@H:2]1[CH2:6][CH2:5][N:4]([CH2:7][CH2:8][C:9]2[CH:14]=[CH:13][CH:12]=[C:11]([N:15]3[CH2:16][CH2:17][CH2:18][CH2:19]3)[CH:10]=2)[CH2:3]1)(=[O:30])=[O:29], predict the reactants needed to synthesize it. The reactants are: [OH:1][C@H:2]1[CH2:6][CH2:5][N:4]([CH2:7][CH2:8][C:9]2[CH:14]=[CH:13][CH:12]=[C:11]([N:15]3[CH2:19][CH2:18][CH2:17][CH2:16]3)[CH:10]=2)[CH2:3]1.C(N(CC)CC)C.[CH3:27][S:28](Cl)(=[O:30])=[O:29].C(=O)([O-])O.[Na+]. (2) Given the product [CH3:1][O:2][C:3]1[CH:4]=[CH:5][C:6]([C:9]2[C:17]3[C:12](=[CH:13][CH:14]=[C:15]([NH:18][C:19]([C:21]4[CH:30]=[CH:29][C:24]([C:25]([O:27][CH3:28])=[O:26])=[CH:23][CH:22]=4)=[O:20])[CH:16]=3)[NH:11][N:10]=2)=[CH:7][CH:8]=1, predict the reactants needed to synthesize it. The reactants are: [CH3:1][O:2][C:3]1[CH:8]=[CH:7][C:6]([C:9]2[C:17]3[C:12](=[CH:13][CH:14]=[C:15]([NH:18][C:19]([C:21]4[CH:30]=[CH:29][C:24]([C:25]([O:27][CH3:28])=[O:26])=[CH:23][CH:22]=4)=[O:20])[CH:16]=3)[N:11](C3CCCCO3)[N:10]=2)=[CH:5][CH:4]=1.Cl.C(=O)(O)[O-].[Na+]. (3) Given the product [CH3:1][O:17][C:15](=[O:16])[C:14]1[CH:18]=[CH:19][C:11]([C:25]#[C:20][C:21]#[C:22][C:43]2[CH:42]=[N:41][C:30]([Cl:33])=[CH:31][CH:44]=2)=[CH:12][CH:13]=1, predict the reactants needed to synthesize it. The reactants are: [CH3:1]CN(C(C)C)C(C)C.I[C:11]1[CH:19]=[CH:18][C:14]([C:15]([OH:17])=[O:16])=[CH:13][CH:12]=1.[CH:20]1[CH:25]=NC2N(O)N=N[C:22]=2[CH:21]=1.[CH2:30]([Cl:33])[CH2:31]Cl.CC(OC([NH:41][CH2:42][C@H:43](N)[C:44](OC)=O)=O)(C)C. (4) The reactants are: [CH3:1][O:2][C:3](=[O:33])[C@H:4]([CH2:27][CH2:28][C:29]([O:31][CH3:32])=[O:30])[NH:5][C:6](=[O:26])[C:7]1[CH:12]=[CH:11][C:10]([CH2:13][CH2:14][C:15]2[C:23]3[C:22](=[O:24])[N:21]=[C:20]([NH2:25])[NH:19][C:18]=3[NH:17][CH:16]=2)=[CH:9][CH:8]=1.[C:34]1([CH3:44])[CH:39]=[CH:38][C:37]([S:40]([OH:43])(=[O:42])=[O:41])=[CH:36][CH:35]=1. Given the product [C:34]1([CH3:44])[CH:35]=[CH:36][C:37]([S:40]([OH:43])(=[O:41])=[O:42])=[CH:38][CH:39]=1.[CH3:1][O:2][C:3](=[O:33])[C@H:4]([CH2:27][CH2:28][C:29]([O:31][CH3:32])=[O:30])[NH:5][C:6](=[O:26])[C:7]1[CH:12]=[CH:11][C:10]([CH2:13][CH2:14][C:15]2[C:23]3[C:22](=[O:24])[N:21]=[C:20]([NH2:25])[NH:19][C:18]=3[NH:17][CH:16]=2)=[CH:9][CH:8]=1, predict the reactants needed to synthesize it. (5) The reactants are: Cl[C:2]1[CH:3]=[CH:4][C:5]2[N:11]([CH3:12])[C:10]3[CH:13]=[CH:14][CH:15]=[CH:16][C:9]=3[C:8]([C:17]3[CH:22]=[CH:21][C:20]([F:23])=[CH:19][CH:18]=3)=[N:7][C:6]=2[CH:24]=1.FC1C=CC(CN)=CC=1.[F:34][C:35]1[CH:66]=[CH:65][C:38]([CH2:39][NH:40][C:41](C2C=CC3NC4C=CC=CC=4C(C4C=CC(F)=CC=4)=NC=3C=2)=[O:42])=[CH:37][CH:36]=1. Given the product [F:34][C:35]1[CH:36]=[CH:37][C:38]([CH2:39][NH:40][C:41]([C:2]2[CH:3]=[CH:4][C:5]3[N:11]([CH3:12])[C:10]4[CH:13]=[CH:14][CH:15]=[CH:16][C:9]=4[C:8]([C:17]4[CH:22]=[CH:21][C:20]([F:23])=[CH:19][CH:18]=4)=[N:7][C:6]=3[CH:24]=2)=[O:42])=[CH:65][CH:66]=1, predict the reactants needed to synthesize it. (6) Given the product [Br:27][C:7]1[C:3]([CH2:1][CH3:2])=[N:4][N:5]([CH3:19])[C:6]=1[C:8]1[CH:18]=[CH:17][C:11]2[O:12][CH2:13][C:14](=[O:16])[NH:15][C:10]=2[CH:9]=1, predict the reactants needed to synthesize it. The reactants are: [CH2:1]([C:3]1[CH:7]=[C:6]([C:8]2[CH:18]=[CH:17][C:11]3[O:12][CH2:13][C:14](=[O:16])[NH:15][C:10]=3[CH:9]=2)[N:5]([CH3:19])[N:4]=1)[CH3:2].C1C(=O)N([Br:27])C(=O)C1. (7) The reactants are: C(O[C:4]([C:6]1[C:7](=[O:40])[C:8]2[CH:13]=[N:12][C:11]([NH:14][C:15]3[CH:20]=[CH:19][C:18]([CH2:21][CH2:22][N:23]4[CH2:28][CH2:27][O:26][CH2:25][CH2:24]4)=[CH:17][CH:16]=3)=[N:10][C:9]=2[N:29]([C:31]2[CH:32]=[C:33]3[C:37](=[CH:38][CH:39]=2)[CH2:36][CH2:35][CH2:34]3)[CH:30]=1)=[O:5])C.[CH2:41]([NH2:43])[CH3:42]. Given the product [CH2:41]([NH:43][C:4]([C:6]1[C:7](=[O:40])[C:8]2[CH:13]=[N:12][C:11]([NH:14][C:15]3[CH:16]=[CH:17][C:18]([CH2:21][CH2:22][N:23]4[CH2:28][CH2:27][O:26][CH2:25][CH2:24]4)=[CH:19][CH:20]=3)=[N:10][C:9]=2[N:29]([C:31]2[CH:32]=[C:33]3[C:37](=[CH:38][CH:39]=2)[CH2:36][CH2:35][CH2:34]3)[CH:30]=1)=[O:5])[CH3:42], predict the reactants needed to synthesize it. (8) Given the product [CH2:11]([C:9]1[CH:8]=[C:4]([CH:3]=[C:2]([CH3:1])[N:10]=1)[C:5]([N:32]([O:31][CH3:27])[CH3:33])=[O:6])[CH:12]([CH3:14])[CH3:13], predict the reactants needed to synthesize it. The reactants are: [CH3:1][C:2]1[CH:3]=[C:4]([CH:8]=[C:9]([CH2:11][CH:12]([CH3:14])[CH3:13])[N:10]=1)[C:5](O)=[O:6].CCN(C(C)C)C(C)C.CN([C:27]([O:31][N:32]1N=NC2C=CC=C[C:33]1=2)=[N+](C)C)C.[B-](F)(F)(F)F.CNOC. (9) Given the product [ClH:1].[CH2:2]([O:4][C:5]1[CH:12]=[C:11]([O:13][CH3:14])[CH:10]=[CH:9][C:6]=1[C:7](=[NH:8])[O:17][CH2:15][CH3:16])[CH3:3], predict the reactants needed to synthesize it. The reactants are: [ClH:1].[CH2:2]([O:4][C:5]1[CH:12]=[C:11]([O:13][CH3:14])[CH:10]=[CH:9][C:6]=1[C:7]#[N:8])[CH3:3].[CH2:15]([OH:17])[CH3:16].